Dataset: Catalyst prediction with 721,799 reactions and 888 catalyst types from USPTO. Task: Predict which catalyst facilitates the given reaction. (1) Reactant: [CH2:1]([N:3]([CH2:6][CH3:7])CC)C.Br[CH2:9][CH2:10]NS(C)(=O)=[O:13].[OH-:16].[Na+]. Product: [CH3:9][CH2:10][O:16][CH2:6][CH3:7].[CH3:1][OH:16].[OH-:13].[NH4+:3]. The catalyst class is: 3. (2) Reactant: [Br:1][C:2]1[CH:7]=[CH:6][C:5]([C:8]2[O:12][N:11]=[C:10]([CH3:13])[C:9]=2[C:14]([OH:16])=O)=[CH:4][CH:3]=1.C(Cl)(=O)C([Cl:20])=O. Product: [Br:1][C:2]1[CH:7]=[CH:6][C:5]([C:8]2[O:12][N:11]=[C:10]([CH3:13])[C:9]=2[C:14]([Cl:20])=[O:16])=[CH:4][CH:3]=1. The catalyst class is: 59. (3) Reactant: [C:1]([NH:9][C:10]1[N:18]=[CH:17][N:16]=[C:15]2[C:11]=1[NH:12][CH:13]=[N:14]2)(=[O:8])[C:2]1[CH:7]=[CH:6][CH:5]=[CH:4][CH:3]=1.C(O[CH:23]1[O:39][C:38]([CH2:46][O:47][S:48]([CH3:51])(=[O:50])=[O:49])([CH2:40][O:41][S:42]([CH3:45])(=[O:44])=[O:43])[C@@H:29]([O:30][CH2:31][C:32]2[CH:37]=[CH:36][CH:35]=[CH:34][CH:33]=2)[C@H:24]1[O:25][C:26](=[O:28])[CH3:27])(=O)C.[Si](OS(C(F)(F)F)(=O)=O)(C)(C)C.C([O-])(O)=O.[Na+]. Product: [C:26]([O:25][C@@H:24]1[C@H:29]([O:30][CH2:31][C:32]2[CH:33]=[CH:34][CH:35]=[CH:36][CH:37]=2)[C:38]([CH2:46][O:47][S:48]([CH3:51])(=[O:50])=[O:49])([CH2:40][O:41][S:42]([CH3:45])(=[O:43])=[O:44])[O:39][C@H:23]1[N:18]1[C:10]([NH:9][C:1](=[O:8])[C:2]2[CH:7]=[CH:6][CH:5]=[CH:4][CH:3]=2)=[C:11]2[C:15](=[N:14][CH:13]=[N:12]2)[N:16]=[CH:17]1)(=[O:28])[CH3:27]. The catalyst class is: 10. (4) Product: [C:5]([O:8][C:9]1[CH:14]=[CH:13][C:12]([C:15](=[O:18])[CH2:16][S:2][CH3:1])=[CH:11][C:10]=1[O:19][CH3:20])(=[O:7])[CH3:6]. Reactant: [CH3:1][SH:2].[Na].O.[C:5]([O:8][C:9]1[CH:14]=[CH:13][C:12]([C:15](=[O:18])[CH2:16]Br)=[CH:11][C:10]=1[O:19][CH3:20])(=[O:7])[CH3:6]. The catalyst class is: 48.